This data is from Catalyst prediction with 721,799 reactions and 888 catalyst types from USPTO. The task is: Predict which catalyst facilitates the given reaction. (1) Reactant: [NH2:1][C@H:2]([C:10]([OH:12])=[O:11])[CH2:3][CH2:4][CH2:5][NH:6][C:7](=[NH:9])[NH2:8].[OH-].[NH4+:14]. Product: [NH2:1][CH:2]([CH2:3][CH2:4][CH2:5][NH:6][C:7]([NH2:9])=[NH:8])[C:10]([O-:12])=[O:11].[NH4+:14]. The catalyst class is: 6. (2) Reactant: [Cl:1][C:2]1[CH:3]=[C:4]([CH:17]=[CH:18][C:19]=1[Cl:20])[O:5][CH:6]1[CH2:12][CH:11]2[N:13]([CH2:14][C:15]#[N:16])[CH:8]([CH2:9][CH2:10]2)[CH2:7]1.Cl.C(N(CC)CC)C.[N-:29]=[N+:30]=[N-:31].[Na+]. Product: [Cl:1][C:2]1[CH:3]=[C:4]([CH:17]=[CH:18][C:19]=1[Cl:20])[O:5][CH:6]1[CH2:12][CH:11]2[N:13]([CH2:14][C:15]3[NH:31][N:30]=[N:29][N:16]=3)[CH:8]([CH2:9][CH2:10]2)[CH2:7]1. The catalyst class is: 11. (3) Reactant: C(O)(=O)C.[CH3:5][NH:6][NH2:7].[C:8]([CH:11]([C:23]1[CH:28]=[CH:27][C:26]([Cl:29])=[CH:25][C:24]=1[Cl:30])[C:12](=S)[NH:13][C:14]1[CH:19]=[CH:18][C:17]([F:20])=[CH:16][C:15]=1[F:21])(=O)[CH3:9]. Product: [Cl:30][C:24]1[CH:25]=[C:26]([Cl:29])[CH:27]=[CH:28][C:23]=1[C:11]1[C:8]([CH3:9])=[N:7][N:6]([CH3:5])[C:12]=1[NH:13][C:14]1[CH:19]=[CH:18][C:17]([F:20])=[CH:16][C:15]=1[F:21]. The catalyst class is: 162. (4) Reactant: C[O:2][C:3](=[O:10])[C@@H:4]1[CH:8](O)[CH2:7][CH2:6][NH:5]1.CCN(S(F)(F)[F:17])CC. Product: [F:17][CH:8]1[CH2:7][CH2:6][NH:5][C@@H:4]1[C:3]([OH:2])=[O:10]. The catalyst class is: 2. (5) Reactant: [OH:1][CH2:2][CH:3]=[C:4]([C:6]1[C:7]([OH:20])=[CH:8][C:9]2[C:10]([CH3:19])([CH3:18])[CH2:11][CH2:12][C:13]([CH3:17])([CH3:16])[C:14]=2[CH:15]=1)[CH3:5].[F-].[Cs+].I[CH2:24][CH2:25][CH3:26]. Product: [OH:1][CH2:2]/[CH:3]=[C:4](\[C:6]1[C:7]([O:20][CH2:24][CH2:25][CH3:26])=[CH:8][C:9]2[C:10]([CH3:19])([CH3:18])[CH2:11][CH2:12][C:13]([CH3:17])([CH3:16])[C:14]=2[CH:15]=1)/[CH3:5]. The catalyst class is: 31.